Dataset: Full USPTO retrosynthesis dataset with 1.9M reactions from patents (1976-2016). Task: Predict the reactants needed to synthesize the given product. (1) Given the product [CH3:11][N:12]1[C:13]2[C:2](=[CH:3][CH:4]=[CH:5][CH:1]=2)[CH:9]=[CH:14]1, predict the reactants needed to synthesize it. The reactants are: [C:1]1(=O)[CH2:5][CH2:4][CH2:3][CH2:2]1.[H-].[Na+].[CH3:9]I.[CH3:11][N:12]([CH:14]=O)[CH3:13]. (2) Given the product [OH:8][C:9]1[C:14](=[O:15])[CH:13]=[CH:12][N:11]([CH2:16][C:17]([F:20])([F:18])[F:19])[C:10]=1[CH3:21], predict the reactants needed to synthesize it. The reactants are: C([O:8][C:9]1[C:14](=[O:15])[CH:13]=[CH:12][N:11]([CH2:16][C:17]([F:20])([F:19])[F:18])[C:10]=1[CH3:21])C1C=CC=CC=1. (3) Given the product [NH2:20][CH2:19][CH2:18][CH2:17][CH2:16][N:15]1[C:11]2[C:10]3[CH:9]=[CH:8][C:7]([O:32][CH2:33][C:34]4[CH:35]=[CH:36][CH:37]=[CH:38][CH:39]=4)=[CH:6][C:5]=3[N:4]=[C:3]([NH2:2])[C:12]=2[N:13]=[C:14]1[CH2:28][CH2:29][O:30][CH3:31], predict the reactants needed to synthesize it. The reactants are: Cl.[NH2:2][C:3]1[C:12]2[N:13]=[C:14]([CH2:28][CH2:29][O:30][CH3:31])[N:15]([CH2:16][CH2:17][CH2:18][CH2:19][NH:20]C(=O)OC(C)(C)C)[C:11]=2[C:10]2[CH:9]=[CH:8][C:7]([O:32][CH2:33][C:34]3[CH:39]=[CH:38][CH:37]=[CH:36][CH:35]=3)=[CH:6][C:5]=2[N:4]=1.[OH-].[NH4+]. (4) Given the product [P:14]([OH:18])([OH:17])([OH:16])=[O:15].[NH2:1][CH2:2][CH2:3][CH2:4][C@@:5]1([C:11]([OH:13])=[O:12])[CH2:9][CH2:8][CH2:7][C@@H:6]1[SH:10], predict the reactants needed to synthesize it. The reactants are: [NH2:1][CH2:2][CH2:3][CH2:4][C@@:5]1([C:11]([OH:13])=[O:12])[CH2:9][CH2:8][CH2:7][C@@H:6]1[SH:10].[P:14](=[O:18])([OH:17])([OH:16])[OH:15]. (5) Given the product [CH3:1][O:2][C:3]([C:5]1[N:6]=[N:7][N:8]([CH2:10][CH2:11][NH:12][C:13](=[O:15])[C:30]2[CH:34]=[CH:35][C:36]([C:38]([F:41])([F:40])[F:39])=[CH:37][C:29]=2[O:28][CH3:27])[CH:9]=1)=[O:4], predict the reactants needed to synthesize it. The reactants are: [CH3:1][O:2][C:3]([C:5]1[N:6]=[N:7][N:8]([CH2:10][CH2:11][NH:12][C:13]([O:15]C(C)(C)C)=O)[CH:9]=1)=[O:4].FC(F)(F)C(O)=O.[CH3:27][O:28][C:29]1[CH:37]=[C:36]([C:38]([F:41])([F:40])[F:39])[CH:35]=[CH:34][C:30]=1C(O)=O.C(N(CC)C(C)C)(C)C.CN(C(ON1N=NC2C=CC=NC1=2)=[N+](C)C)C.F[P-](F)(F)(F)(F)F. (6) The reactants are: C(OC(=O)[NH:10][C@@H:11]([CH:36]1[CH2:41][CH2:40][C:39]([F:43])([F:42])[CH2:38][CH2:37]1)[C:12]([N:14]1[C@H:19]([C:20](=[O:32])[NH:21][C@H:22]2[C:31]3[C:26](=[CH:27][CH:28]=[CH:29][CH:30]=3)[O:25][CH2:24][CH2:23]2)[CH2:18][N:17]2[CH2:33][CH2:34][CH2:35][C@@H:16]2[CH2:15]1)=[O:13])C1C=CC=CC=1. Given the product [NH2:10][C@@H:11]([CH:36]1[CH2:41][CH2:40][C:39]([F:42])([F:43])[CH2:38][CH2:37]1)[C:12]([N:14]1[C@H:19]([C:20]([NH:21][C@H:22]2[C:31]3[C:26](=[CH:27][CH:28]=[CH:29][CH:30]=3)[O:25][CH2:24][CH2:23]2)=[O:32])[CH2:18][N:17]2[CH2:33][CH2:34][CH2:35][C@@H:16]2[CH2:15]1)=[O:13], predict the reactants needed to synthesize it. (7) Given the product [Br:1][C:2]1[CH:3]=[C:4]([CH:8]([NH:12][C:13]([O:15][C:16]([CH3:19])([CH3:18])[CH3:17])=[O:14])[C:9]([O:11][CH2:20][C:21]2[CH:26]=[CH:25][CH:24]=[CH:23][CH:22]=2)=[O:10])[CH:5]=[CH:6][CH:7]=1, predict the reactants needed to synthesize it. The reactants are: [Br:1][C:2]1[CH:3]=[C:4]([CH:8]([NH:12][C:13]([O:15][C:16]([CH3:19])([CH3:18])[CH3:17])=[O:14])[C:9]([OH:11])=[O:10])[CH:5]=[CH:6][CH:7]=1.[CH2:20](Br)[C:21]1[CH:26]=[CH:25][CH:24]=[CH:23][CH:22]=1.C(=O)([O-])[O-].[K+].[K+]. (8) Given the product [Br:10][C:7]1[CH:8]=[CH:9][C:4]([C:3]([NH:14][NH2:15])=[O:2])=[CH:5][C:6]=1[CH3:11], predict the reactants needed to synthesize it. The reactants are: C[O:2][C:3](=O)[C:4]1[CH:9]=[CH:8][C:7]([Br:10])=[C:6]([CH3:11])[CH:5]=1.O.[NH2:14][NH2:15]. (9) Given the product [Cl:43][C:44]1[CH:45]=[C:46]([CH:50]=[CH:51][C:52]=1[F:53])[C:47](/[N:31]=[C:14]1/[N:13]([C@H:10]2[CH2:9][CH2:8][C@@H:7]([C:5](=[O:6])[NH:4][CH:1]([CH3:2])[CH3:3])[CH2:12][CH2:11]2)[C:21]2[CH:20]=[C:19]([O:22][CH2:23][CH2:24][N:25]3[CH2:30][CH2:29][CH2:28][CH2:27][CH2:26]3)[N:18]=[CH:17][C:16]=2[NH:15]/1)=[O:49], predict the reactants needed to synthesize it. The reactants are: [CH:1]([NH:4][C:5]([C@@H:7]1[CH2:12][CH2:11][C@H:10]([N:13]2[C:21]3[CH:20]=[C:19]([O:22][CH2:23][CH2:24][N:25]4[CH2:30][CH2:29][CH2:28][CH2:27][CH2:26]4)[N:18]=[CH:17][C:16]=3[NH:15]/[C:14]/2=[N:31]\C(C2C=CC3C=CSC=3C=2)=O)[CH2:9][CH2:8]1)=[O:6])([CH3:3])[CH3:2].[Cl:43][C:44]1[CH:45]=[C:46]([CH:50]=[CH:51][C:52]=1[F:53])[C:47]([OH:49])=O.